From a dataset of Peptide-MHC class I binding affinity with 185,985 pairs from IEDB/IMGT. Regression. Given a peptide amino acid sequence and an MHC pseudo amino acid sequence, predict their binding affinity value. This is MHC class I binding data. (1) The binding affinity (normalized) is 0. The MHC is HLA-A02:01 with pseudo-sequence HLA-A02:01. The peptide sequence is GKRSNTTGK. (2) The peptide sequence is VHGMNFTKL. The MHC is HLA-B58:01 with pseudo-sequence HLA-B58:01. The binding affinity (normalized) is 0.0847. (3) The peptide sequence is KELYPLTSL. The MHC is HLA-B53:01 with pseudo-sequence HLA-B53:01. The binding affinity (normalized) is 0. (4) The peptide sequence is YLFHGYNMGN. The MHC is HLA-A02:01 with pseudo-sequence HLA-A02:01. The binding affinity (normalized) is 0.691. (5) The peptide sequence is GQFDSMLAK. The MHC is HLA-A31:01 with pseudo-sequence HLA-A31:01. The binding affinity (normalized) is 0.515. (6) The peptide sequence is ALDISFTGA. The MHC is HLA-B39:01 with pseudo-sequence HLA-B39:01. The binding affinity (normalized) is 0.0847. (7) The peptide sequence is KKNHWFILK. The MHC is HLA-A02:11 with pseudo-sequence HLA-A02:11. The binding affinity (normalized) is 0.0847. (8) The peptide sequence is FPRIWLHGL. The MHC is HLA-A68:01 with pseudo-sequence HLA-A68:01. The binding affinity (normalized) is 0.